From a dataset of Forward reaction prediction with 1.9M reactions from USPTO patents (1976-2016). Predict the product of the given reaction. (1) Given the reactants [Cl:1][C:2]1[C:7]([C:8]2[CH:13]=[CH:12][C:11]([N:14]3[CH2:19][CH2:18][CH2:17][CH2:16][CH2:15]3)=[CH:10][CH:9]=2)=[CH:6][C:5]([C:20]([O:22]C)=O)=[C:4]([NH:24][C:25](=[O:34])[CH2:26][C:27]2[CH:32]=[CH:31][CH:30]=[C:29]([Cl:33])[CH:28]=2)[CH:3]=1.C[Si]([N-][Si](C)(C)C)(C)C.[K+], predict the reaction product. The product is: [Cl:1][C:2]1[CH:3]=[C:4]2[C:5]([C:20]([OH:22])=[C:26]([C:27]3[CH:32]=[CH:31][CH:30]=[C:29]([Cl:33])[CH:28]=3)[C:25](=[O:34])[NH:24]2)=[CH:6][C:7]=1[C:8]1[CH:13]=[CH:12][C:11]([N:14]2[CH2:15][CH2:16][CH2:17][CH2:18][CH2:19]2)=[CH:10][CH:9]=1. (2) Given the reactants [NH2:1][C:2]1[CH:10]=[C:9]([F:11])[CH:8]=[C:7]([F:12])[C:3]=1[C:4](O)=[O:5].CC[N:15]=C=NCCCN(C)C.Cl.Cl.C1C=CC2N(O)N=NC=2C=1.C(N(CC)CC)C.[OH-].[NH4+], predict the reaction product. The product is: [NH2:1][C:2]1[CH:10]=[C:9]([F:11])[CH:8]=[C:7]([F:12])[C:3]=1[C:4]([NH2:15])=[O:5]. (3) Given the reactants [Br:1][C:2]1[CH:7]=[CH:6][C:5]([C:8]#[CH:9])=[CH:4][CH:3]=1.C[Si]([N:14]=[N+:15]=[N-:16])(C)C.O=C1O[C@H]([C@H](CO)O)C([O-])=C1O.[Na+], predict the reaction product. The product is: [Br:1][C:2]1[CH:7]=[CH:6][C:5]([C:8]2[N:14]=[N:15][NH:16][CH:9]=2)=[CH:4][CH:3]=1.